This data is from Full USPTO retrosynthesis dataset with 1.9M reactions from patents (1976-2016). The task is: Predict the reactants needed to synthesize the given product. Given the product [CH2:16]([CH:23]1[CH2:28][N:27]([C:13]([CH:10]2[CH2:11][CH2:12][N:7]([C:4]3[CH:5]=[CH:6][N:1]=[CH:2][CH:3]=3)[CH2:8][CH2:9]2)=[O:14])[CH2:26][CH2:25][N:24]1[S:29]([C:32]1[CH:41]=[CH:40][C:39]2[C:34](=[CH:35][CH:36]=[CH:37][CH:38]=2)[CH:33]=1)(=[O:31])=[O:30])[C:17]1[CH:18]=[CH:19][CH:20]=[CH:21][CH:22]=1, predict the reactants needed to synthesize it. The reactants are: [N:1]1[CH:6]=[CH:5][C:4]([N:7]2[CH2:12][CH2:11][CH:10]([C:13](Cl)=[O:14])[CH2:9][CH2:8]2)=[CH:3][CH:2]=1.[CH2:16]([CH:23]1[CH2:28][NH:27][CH2:26][CH2:25][N:24]1[S:29]([C:32]1[CH:41]=[CH:40][C:39]2[C:34](=[CH:35][CH:36]=[CH:37][CH:38]=2)[CH:33]=1)(=[O:31])=[O:30])[C:17]1[CH:22]=[CH:21][CH:20]=[CH:19][CH:18]=1.